This data is from Catalyst prediction with 721,799 reactions and 888 catalyst types from USPTO. The task is: Predict which catalyst facilitates the given reaction. (1) Reactant: [O:1]=[C:2]1[C:11]2[C:6](=[CH:7][C:8]([C:12]([O:14][CH3:15])=[O:13])=[CH:9][CH:10]=2)[N:5]=[CH:4][NH:3]1.C(=O)([O-])[O-].[K+].[K+].[F:22][C:23]([F:33])([F:32])[C:24]1[CH:25]=[C:26]([CH:29]=[CH:30][CH:31]=1)[CH2:27]Br. Product: [O:1]=[C:2]1[C:11]2[C:6](=[CH:7][C:8]([C:12]([O:14][CH3:15])=[O:13])=[CH:9][CH:10]=2)[N:5]=[CH:4][N:3]1[CH2:27][C:26]1[CH:29]=[CH:30][CH:31]=[C:24]([C:23]([F:22])([F:32])[F:33])[CH:25]=1. The catalyst class is: 3. (2) Reactant: [NH2:1][C@H:2]1[CH2:6][CH2:5][N:4]([C@H:7]2[CH2:12][CH2:11][C@@H:10]([NH:13][C:14](=[O:20])[O:15][C:16]([CH3:19])([CH3:18])[CH3:17])[CH2:9][C@H:8]2[CH2:21][S:22]([CH2:25][CH3:26])(=[O:24])=[O:23])[C:3]1=[O:27].[F:28][C:29]([F:40])([F:39])[C:30]1[CH:31]=[C:32]([CH:36]=[CH:37][CH:38]=1)[C:33](O)=[O:34].C(N(C(C)C)CC)C.CN(C(ON1N=NC2C=CC=NC1=2)=[N+](C)C)C.F[P-](F)(F)(F)(F)F. Product: [CH2:25]([S:22]([CH2:21][C@H:8]1[C@@H:7]([N:4]2[CH2:5][CH2:6][C@H:2]([NH:1][C:33](=[O:34])[C:32]3[CH:36]=[CH:37][CH:38]=[C:30]([C:29]([F:28])([F:39])[F:40])[CH:31]=3)[C:3]2=[O:27])[CH2:12][CH2:11][C@@H:10]([NH:13][C:14](=[O:20])[O:15][C:16]([CH3:19])([CH3:18])[CH3:17])[CH2:9]1)(=[O:24])=[O:23])[CH3:26]. The catalyst class is: 3. (3) Reactant: Cl[C:2]1[N:7]=[CH:6][N:5]=[C:4]([NH:8][CH2:9][C:10]2[CH:15]=[CH:14][C:13]([O:16][CH3:17])=[C:12]([O:18][CH:19]3[CH2:23][CH2:22][CH2:21][CH2:20]3)[CH:11]=2)[CH:3]=1.B([C:27]1[CH:38]=[CH:37][C:30]([CH2:31][C@@H:32]([C:34]([OH:36])=[O:35])[NH2:33])=[CH:29][CH:28]=1)(O)O.C(=O)([O-])[O-].[Na+].[Na+]. Product: [NH2:33][CH:32]([CH2:31][C:30]1[CH:37]=[CH:38][C:27]([C:2]2[CH:3]=[C:4]([NH:8][CH2:9][C:10]3[CH:15]=[CH:14][C:13]([O:16][CH3:17])=[C:12]([O:18][CH:19]4[CH2:23][CH2:22][CH2:21][CH2:20]4)[CH:11]=3)[N:5]=[CH:6][N:7]=2)=[CH:28][CH:29]=1)[C:34]([OH:36])=[O:35]. The catalyst class is: 745. (4) Product: [C:21]([CH2:20][C:5]1[C:6]([CH2:18][CH3:19])=[C:7]([O:14][CH2:15][O:16][CH3:17])[CH:8]=[C:9]([O:10][CH2:11][O:12][CH3:13])[C:4]=1[C:3]([OH:25])=[O:2])([OH:23])=[O:22]. The catalyst class is: 5. Reactant: C[O:2][C:3](=[O:25])[C:4]1[C:9]([O:10][CH2:11][O:12][CH3:13])=[CH:8][C:7]([O:14][CH2:15][O:16][CH3:17])=[C:6]([CH2:18][CH3:19])[C:5]=1[CH2:20][C:21]([O:23]C)=[O:22].[OH-].[Li+].O.Cl. (5) Reactant: [F:1][C:2]1[CH:7]=[CH:6][CH:5]=[CH:4][C:3]=1[S:8](Cl)(=[O:10])=[O:9].[F-:12].C([N+](CCCC)(CCCC)CCCC)CCC. Product: [F:1][C:2]1[CH:7]=[CH:6][CH:5]=[CH:4][C:3]=1[S:8]([F:12])(=[O:10])=[O:9]. The catalyst class is: 7. (6) Reactant: [CH3:1][CH:2]([CH3:21])[CH2:3][N:4]1[C:16]2[C:15]3[CH:14]=[CH:13][CH:12]=[CH:11][C:10]=3[N:9]=[CH:8][C:7]=2[N:6]=[C:5]1[CH2:17][C:18](=[O:20])[CH3:19].[BH4-].[Na+].CO.O. Product: [CH3:19][CH:18]([OH:20])[CH2:17][C:5]1[N:4]([CH2:3][CH:2]([CH3:21])[CH3:1])[C:16]2[C:15]3[CH:14]=[CH:13][CH:12]=[CH:11][C:10]=3[N:9]=[CH:8][C:7]=2[N:6]=1. The catalyst class is: 8. (7) Reactant: O[N:2]=[C:3]1[CH:10]2[CH2:11][C:6]3([C:13]([NH:15][C@H:16]4[CH2:21][CH2:20][CH2:19][N:18]([C:22]([O:24][CH2:25][C:26]5[CH:31]=[CH:30][CH:29]=[CH:28][CH:27]=5)=[O:23])[CH2:17]4)=[O:14])[CH2:7][CH:8]([CH2:12][CH:4]1[CH2:5]3)[CH2:9]2.Cl.[OH-:33].[Na+]. Product: [O:33]=[C:3]1[CH:4]2[CH2:5][C:6]3([C:13]([NH:15][C@H:16]4[CH2:21][CH2:20][CH2:19][N:18]([C:22]([O:24][CH2:25][C:26]5[CH:27]=[CH:28][CH:29]=[CH:30][CH:31]=5)=[O:23])[CH2:17]4)=[O:14])[CH2:7][CH:8]([CH2:9][CH:10]([CH2:11]3)[NH:2]1)[CH2:12]2. The catalyst class is: 3. (8) Reactant: [CH:1]([C:3]1[CH:25]=[CH:24][C:6]([CH2:7][N:8]([S:20]([CH3:23])(=[O:22])=[O:21])[CH2:9][CH2:10][CH2:11][CH2:12][CH2:13][CH2:14][C:15]([O:17][CH2:18][CH3:19])=[O:16])=[CH:5][CH:4]=1)=[O:2].[CH2:26]([Mg]Cl)[CH2:27][C:28]1[CH:33]=[CH:32][CH:31]=[CH:30][CH:29]=1.O.Cl. Product: [CH2:18]([O:17][C:15](=[O:16])[CH2:14][CH2:13][CH2:12][CH2:11][CH2:10][CH2:9][N:8]([CH2:7][C:6]1[CH:5]=[CH:4][C:3]([CH:1]([OH:2])[CH2:26][CH2:27][C:28]2[CH:33]=[CH:32][CH:31]=[CH:30][CH:29]=2)=[CH:25][CH:24]=1)[S:20]([CH3:23])(=[O:22])=[O:21])[CH3:19]. The catalyst class is: 2. (9) Reactant: [CH2:1]([N:8]1[CH2:13][CH2:12][C:11]([CH2:15][NH:16][C:17]([C:19]2[NH:20][C:21]3[C:26]([CH:27]=2)=[CH:25][CH:24]=[CH:23][C:22]=3[N:28]([CH3:37])[S:29]([C:32]2[S:33][CH:34]=[CH:35][CH:36]=2)(=[O:31])=[O:30])=O)(O)[CH2:10][CH2:9]1)[C:2]1[CH:7]=[CH:6][CH:5]=[CH:4][CH:3]=1.C1(C)C=CC=CC=1.COC1C=CC(P2(SP(C3C=CC(OC)=CC=3)(=S)S2)=[S:54])=CC=1. Product: [CH2:1]([N:8]1[CH2:13][CH2:12][C:11]2([S:54][C:17]([C:19]3[NH:20][C:21]4[C:26]([CH:27]=3)=[CH:25][CH:24]=[CH:23][C:22]=4[N:28]([CH3:37])[S:29]([C:32]3[S:33][CH:34]=[CH:35][CH:36]=3)(=[O:31])=[O:30])=[N:16][CH2:15]2)[CH2:10][CH2:9]1)[C:2]1[CH:7]=[CH:6][CH:5]=[CH:4][CH:3]=1. The catalyst class is: 7. (10) Reactant: [H-].[Na+].[N:3]1[CH:8]=[CH:7][C:6]([CH2:9][CH2:10][SH:11])=[CH:5][CH:4]=1.Cl[C:13]1[C:18]([C:19]([NH:21][C:22]2[CH:27]=[CH:26][C:25]([Cl:28])=[CH:24][CH:23]=2)=[O:20])=[CH:17][CH:16]=[CH:15][N:14]=1.C(OCC)(=O)C. Product: [Cl:28][C:25]1[CH:26]=[CH:27][C:22]([NH:21][C:19]([C:18]2[C:13]([S:11][CH2:10][CH2:9][C:6]3[CH:7]=[CH:8][N:3]=[CH:4][CH:5]=3)=[N:14][CH:15]=[CH:16][CH:17]=2)=[O:20])=[CH:23][CH:24]=1. The catalyst class is: 9.